Dataset: Retrosynthesis with 50K atom-mapped reactions and 10 reaction types from USPTO. Task: Predict the reactants needed to synthesize the given product. (1) Given the product CCNCc1cccc(C(C)=O)c1, predict the reactants needed to synthesize it. The reactants are: CC(=O)c1cccc(CBr)c1.CCN. (2) Given the product Cc1c(C)c2c(c(C)c1NC(=O)c1ccccc1)C(c1ccc(C(C)C)cc1)C(C)(C)O2, predict the reactants needed to synthesize it. The reactants are: Cc1c(C)c2c(c(C)c1N)C(c1ccc(C(C)C)cc1)C(C)(C)O2.O=C(Cl)c1ccccc1. (3) Given the product COC(=O)c1cc([N+](=O)[O-])ccc1OC(c1ccccc1F)c1ccccc1F, predict the reactants needed to synthesize it. The reactants are: COC(=O)c1cc([N+](=O)[O-])ccc1O.OC(c1ccccc1F)c1ccccc1F. (4) Given the product COc1ccc(COc2ccc(Cn3cnc4cc(-c5cncnc5)ccc43)cc2OC)cn1, predict the reactants needed to synthesize it. The reactants are: CC1(C)OB(c2cncnc2)OC1(C)C.COc1ccc(COc2ccc(Cn3cnc4cc(I)ccc43)cc2OC)cn1. (5) Given the product Cc1nc(C#Cc2ccnc(C#N)c2)cn1-c1ccc(F)cc1, predict the reactants needed to synthesize it. The reactants are: Cc1nc(C#Cc2ccnc(C#N)c2)c[nH]1.OB(O)c1ccc(F)cc1. (6) Given the product COC(=O)c1cc2c(OCCN3CCN(CCO)CC3)cccc2n1Cc1ccc(Cl)c(Cl)c1, predict the reactants needed to synthesize it. The reactants are: COC(=O)c1cc2c(OCCBr)cccc2n1Cc1ccc(Cl)c(Cl)c1.OCCN1CCNCC1. (7) Given the product COc1ccc(-c2nn(C(C)C)c3c(C(F)(F)F)cccc23)cc1, predict the reactants needed to synthesize it. The reactants are: CC(C)I.COc1ccc(-c2n[nH]c3c(C(F)(F)F)cccc23)cc1. (8) Given the product CCOC(=O)c1ncc2c(c(Br)c(Br)n2Cc2ccccc2)c1OC(=O)C(C)(C)C, predict the reactants needed to synthesize it. The reactants are: CC(C)(C)C(=O)Cl.CCOC(=O)c1ncc2c(c1O)c(Br)c(Br)n2Cc1ccccc1. (9) The reactants are: CCCCc1oc2ccccc2c1C(=O)N(C)Cc1ccc(-c2ccc(OC(Cc3ccccc3)C(=O)OC)c(Br)c2)cc1. Given the product CCCCc1oc2ccccc2c1C(=O)N(C)Cc1ccc(-c2ccc(OC(Cc3ccccc3)C(=O)O)c(Br)c2)cc1, predict the reactants needed to synthesize it. (10) Given the product CCCC(=O)c1ccc2nc(-c3ccc(OCc4ccccc4)cc3)oc2c1, predict the reactants needed to synthesize it. The reactants are: Brc1ccc2nc(-c3ccc(OCc4ccccc4)cc3)oc2c1.CCCC(=O)N(C)OC.